Dataset: Peptide-MHC class I binding affinity with 185,985 pairs from IEDB/IMGT. Task: Regression. Given a peptide amino acid sequence and an MHC pseudo amino acid sequence, predict their binding affinity value. This is MHC class I binding data. (1) The peptide sequence is EVRKAIEFV. The MHC is HLA-A68:02 with pseudo-sequence HLA-A68:02. The binding affinity (normalized) is 1.00. (2) The peptide sequence is HRDGKPRYL. The MHC is HLA-A03:01 with pseudo-sequence HLA-A03:01. The binding affinity (normalized) is 0.0847. (3) The peptide sequence is LAYLAGWII. The MHC is HLA-B46:01 with pseudo-sequence HLA-B46:01. The binding affinity (normalized) is 0.0847. (4) The peptide sequence is VLTLLLLLV. The MHC is HLA-A31:01 with pseudo-sequence HLA-A31:01. The binding affinity (normalized) is 0.190.